From a dataset of Forward reaction prediction with 1.9M reactions from USPTO patents (1976-2016). Predict the product of the given reaction. (1) Given the reactants O1CCCC1.[NH2:6][C:7]1[CH:8]=[CH:9][C:10]([O:13][C:14]23[CH2:23][CH:18]4[CH2:19][CH:20]([CH2:22][CH:16]([CH2:17]4)[CH2:15]2)[CH2:21]3)=[N:11][CH:12]=1.C(N(CC)CC)C.[Cl:31][C:32]1[CH:40]=[CH:39][C:38]([N+:41]([O-:43])=[O:42])=[CH:37][C:33]=1[C:34](Cl)=[O:35], predict the reaction product. The product is: [C:14]12([O:13][C:10]3[CH:9]=[CH:8][C:7]([NH:6][C:34](=[O:35])[C:33]4[CH:37]=[C:38]([N+:41]([O-:43])=[O:42])[CH:39]=[CH:40][C:32]=4[Cl:31])=[CH:12][N:11]=3)[CH2:15][CH:16]3[CH2:22][CH:20]([CH2:19][CH:18]([CH2:17]3)[CH2:23]1)[CH2:21]2. (2) Given the reactants N12CCN(CC1)CC2.C([Li])CCC.[F:14][C:15]1[CH:16]=[N:17][CH:18]=[CH:19][CH:20]=1.[C:21](=[O:23])=[O:22], predict the reaction product. The product is: [F:14][C:15]1[C:16]([C:21]([OH:23])=[O:22])=[N:17][CH:18]=[CH:19][CH:20]=1. (3) Given the reactants C(N(CC)CC)C.C(O[C:13]([NH:15][N:16]([C:18]1[CH:23]=[C:22]([F:24])[CH:21]=[CH:20][C:19]=1[F:25])C)=O)(C)(C)C.[CH3:26][C@:27]12[C:33]([CH3:35])([CH3:34])[C@H:30]([CH2:31][CH2:32]1)[CH:29]([C:36](Cl)=[O:37])[C:28]2=O.Cl.O1CCOCC1, predict the reaction product. The product is: [F:25][C:19]1[CH:20]=[CH:21][C:22]([F:24])=[CH:23][C:18]=1[N:16]1[C:36](=[O:37])[C:29]2[C@@H:30]3[C:33]([CH3:35])([CH3:34])[C@@:27]([CH3:26])([CH2:32][CH2:31]3)[C:28]=2[N:15]1[CH3:13]. (4) Given the reactants [C:1]([C@H:5]1[CH2:10][CH2:9][C@H:8]([O:11][C:12]2[CH:13]=[C:14]3[C:19](=[CH:20][CH:21]=2)[CH:18]=[C:17]([CH2:22][N:23]2[CH2:28][CH2:27][C:26](C)([C:29]([O:31]CC)=[O:30])[CH2:25][CH2:24]2)[CH:16]=[CH:15]3)[CH2:7][CH2:6]1)([CH3:4])([CH3:3])[CH3:2].[OH-].[Na+].O.Cl, predict the reaction product. The product is: [C:1]([C@H:5]1[CH2:10][CH2:9][C@H:8]([O:11][C:12]2[CH:13]=[C:14]3[C:19](=[CH:20][CH:21]=2)[CH:18]=[C:17]([CH2:22][N:23]2[CH2:24][CH2:25][CH:26]([C:29]([OH:31])=[O:30])[CH2:27][CH2:28]2)[CH:16]=[CH:15]3)[CH2:7][CH2:6]1)([CH3:4])([CH3:2])[CH3:3]. (5) Given the reactants [CH2:1]([O:8][C:9]1[CH:10]=[C:11]([CH:14]=[CH:15][C:16]=1[CH2:17][C:18]1[CH:23]=[CH:22][C:21]([O:24][CH3:25])=[CH:20][CH:19]=1)[CH2:12][OH:13])[C:2]1[CH:7]=[CH:6][CH:5]=[CH:4][CH:3]=1, predict the reaction product. The product is: [CH2:1]([O:8][C:9]1[CH:10]=[C:11]([CH:14]=[CH:15][C:16]=1[CH2:17][C:18]1[CH:19]=[CH:20][C:21]([O:24][CH3:25])=[CH:22][CH:23]=1)[CH:12]=[O:13])[C:2]1[CH:3]=[CH:4][CH:5]=[CH:6][CH:7]=1. (6) Given the reactants [O:1]=[C:2]1[N:6]([C:7]2[CH:12]=[CH:11][CH:10]=[CH:9][CH:8]=2)[CH:5]=[CH:4][N:3]1[CH:13]1[CH2:18][CH2:17][N:16](C(OC(C)(C)C)=O)[CH2:15][CH2:14]1.[ClH:26].O1CCOCC1, predict the reaction product. The product is: [ClH:26].[C:7]1([N:6]2[CH:5]=[CH:4][N:3]([CH:13]3[CH2:14][CH2:15][NH:16][CH2:17][CH2:18]3)[C:2]2=[O:1])[CH:8]=[CH:9][CH:10]=[CH:11][CH:12]=1. (7) Given the reactants CCN(C(C)C)C(C)C.[F:10][C:11]([F:31])([F:30])[C:12]1[CH:17]=[CH:16][CH:15]=[CH:14][C:13]=1[C:18]1[NH:22][N:21]=[C:20]([C:23]([NH:25][CH2:26][C:27]([OH:29])=O)=[O:24])[CH:19]=1.C1(C2NN=C(C(NCC(O)=O)=O)C=2)C=CC=CC=1.C1C=CC2N(O)N=NC=2C=1.CCN=C=NCCCN(C)C.Cl.Cl.Cl.[Cl:74][C:75]1[CH:80]=[CH:79][CH:78]=[CH:77][C:76]=1[NH:81][CH:82]1[CH2:87][CH2:86][NH:85][CH2:84][CH2:83]1, predict the reaction product. The product is: [Cl:74][C:75]1[CH:80]=[CH:79][CH:78]=[CH:77][C:76]=1[NH:81][CH:82]1[CH2:87][CH2:86][N:85]([C:27](=[O:29])[CH2:26][NH:25][C:23]([C:20]2[CH:19]=[C:18]([C:13]3[CH:14]=[CH:15][CH:16]=[CH:17][C:12]=3[C:11]([F:10])([F:31])[F:30])[NH:22][N:21]=2)=[O:24])[CH2:84][CH2:83]1. (8) Given the reactants F[C:2]1[CH:9]=[CH:8][CH:7]=[C:6]([F:10])[C:3]=1[CH:4]=O.[H-].[Na+].[SH:13][CH2:14][C:15]([O:17][CH3:18])=[O:16], predict the reaction product. The product is: [F:10][C:6]1[C:3]2[CH:4]=[C:14]([C:15]([O:17][CH3:18])=[O:16])[S:13][C:2]=2[CH:9]=[CH:8][CH:7]=1. (9) Given the reactants [NH2:1][C:2]1[N:3]=[CH:4][C:5]([C:18]2[CH:26]=[CH:25][C:21]([C:22](O)=[O:23])=[CH:20][CH:19]=2)=[N:6][C:7]=1[NH:8][CH2:9][C:10]1[C:15]([Cl:16])=[CH:14][CH:13]=[CH:12][C:11]=1[Cl:17].C(Cl)CCl.C1C=CC2N(O)N=NC=2C=1.[NH2:41][CH:42]1[CH2:47][CH2:46][N:45]([C:48]([O:50][C:51]([CH3:54])([CH3:53])[CH3:52])=[O:49])[C@@H:44]([C:55]([O:57][C:58]([CH3:61])([CH3:60])[CH3:59])=[O:56])[CH2:43]1, predict the reaction product. The product is: [NH2:1][C:2]1[N:3]=[CH:4][C:5]([C:18]2[CH:19]=[CH:20][C:21]([C:22]([NH:41][CH:42]3[CH2:47][CH2:46][N:45]([C:48]([O:50][C:51]([CH3:52])([CH3:53])[CH3:54])=[O:49])[C@@H:44]([C:55]([O:57][C:58]([CH3:61])([CH3:60])[CH3:59])=[O:56])[CH2:43]3)=[O:23])=[CH:25][CH:26]=2)=[N:6][C:7]=1[NH:8][CH2:9][C:10]1[C:15]([Cl:16])=[CH:14][CH:13]=[CH:12][C:11]=1[Cl:17].